Dataset: NCI-60 drug combinations with 297,098 pairs across 59 cell lines. Task: Regression. Given two drug SMILES strings and cell line genomic features, predict the synergy score measuring deviation from expected non-interaction effect. (1) Drug 1: CC(C1=C(C=CC(=C1Cl)F)Cl)OC2=C(N=CC(=C2)C3=CN(N=C3)C4CCNCC4)N. Drug 2: COC1=C(C=C2C(=C1)N=CN=C2NC3=CC(=C(C=C3)F)Cl)OCCCN4CCOCC4. Cell line: OVCAR-5. Synergy scores: CSS=67.3, Synergy_ZIP=7.48, Synergy_Bliss=11.1, Synergy_Loewe=10.6, Synergy_HSA=12.2. (2) Drug 1: C1CCC(C1)C(CC#N)N2C=C(C=N2)C3=C4C=CNC4=NC=N3. Drug 2: CC1=C2C(C(=O)C3(C(CC4C(C3C(C(C2(C)C)(CC1OC(=O)C(C(C5=CC=CC=C5)NC(=O)OC(C)(C)C)O)O)OC(=O)C6=CC=CC=C6)(CO4)OC(=O)C)OC)C)OC. Cell line: SN12C. Synergy scores: CSS=29.5, Synergy_ZIP=-2.91, Synergy_Bliss=-5.17, Synergy_Loewe=-12.3, Synergy_HSA=-3.13. (3) Drug 1: C1=CN(C(=O)N=C1N)C2C(C(C(O2)CO)O)O.Cl. Drug 2: C1C(C(OC1N2C=NC3=C(N=C(N=C32)Cl)N)CO)O. Cell line: A549. Synergy scores: CSS=51.9, Synergy_ZIP=4.25, Synergy_Bliss=5.31, Synergy_Loewe=-1.91, Synergy_HSA=6.10. (4) Drug 1: COC1=C(C=C2C(=C1)N=CN=C2NC3=CC(=C(C=C3)F)Cl)OCCCN4CCOCC4. Drug 2: CC1=C(C=C(C=C1)NC(=O)C2=CC=C(C=C2)CN3CCN(CC3)C)NC4=NC=CC(=N4)C5=CN=CC=C5. Cell line: HT29. Synergy scores: CSS=38.7, Synergy_ZIP=3.05, Synergy_Bliss=8.13, Synergy_Loewe=8.28, Synergy_HSA=7.61.